Dataset: Forward reaction prediction with 1.9M reactions from USPTO patents (1976-2016). Task: Predict the product of the given reaction. Given the reactants Cl.CN(C)CCCN=C=NCC.[CH3:13][O:14][C:15](=[O:32])[C@H:16]([C@H:25]1[CH2:30][CH2:29][C@H:28]([NH2:31])[CH2:27][CH2:26]1)[NH:17][C:18]([O:20][C:21]([CH3:24])([CH3:23])[CH3:22])=[O:19].[NH2:33][C:34]1[C:35]([C:40](O)=[O:41])=[N:36][CH:37]=[CH:38][N:39]=1.OC1C2N=NNC=2C=CC=1, predict the reaction product. The product is: [CH3:13][O:14][C:15](=[O:32])[C@H:16]([C@H:25]1[CH2:30][CH2:29][C@H:28]([NH:31][C:40]([C:35]2[C:34]([NH2:33])=[N:39][CH:38]=[CH:37][N:36]=2)=[O:41])[CH2:27][CH2:26]1)[NH:17][C:18]([O:20][C:21]([CH3:24])([CH3:22])[CH3:23])=[O:19].